From a dataset of NCI-60 drug combinations with 297,098 pairs across 59 cell lines. Regression. Given two drug SMILES strings and cell line genomic features, predict the synergy score measuring deviation from expected non-interaction effect. Drug 1: C1=CC=C(C=C1)NC(=O)CCCCCCC(=O)NO. Drug 2: CNC(=O)C1=NC=CC(=C1)OC2=CC=C(C=C2)NC(=O)NC3=CC(=C(C=C3)Cl)C(F)(F)F. Cell line: RPMI-8226. Synergy scores: CSS=30.6, Synergy_ZIP=-1.59, Synergy_Bliss=-0.724, Synergy_Loewe=-41.0, Synergy_HSA=-5.72.